This data is from Catalyst prediction with 721,799 reactions and 888 catalyst types from USPTO. The task is: Predict which catalyst facilitates the given reaction. (1) The catalyst class is: 5. Reactant: [NH2:1][C:2]1[NH:6][N:5]=[C:4]([CH3:7])[C:3]=1[C:8]1[S:9][C:10]2[CH:16]=[C:15]([S:17](Cl)(=[O:19])=[O:18])[CH:14]=[CH:13][C:11]=2[N:12]=1.[CH2:21]([NH2:28])[C:22]1[CH:27]=[CH:26][CH:25]=[CH:24][CH:23]=1.CN1CCOCC1. Product: [CH2:21]([NH:28][S:17]([C:15]1[CH:14]=[CH:13][C:11]2[N:12]=[C:8]([C:3]3[C:4]([CH3:7])=[N:5][NH:6][C:2]=3[NH2:1])[S:9][C:10]=2[CH:16]=1)(=[O:19])=[O:18])[C:22]1[CH:27]=[CH:26][CH:25]=[CH:24][CH:23]=1. (2) Reactant: [F:1][C:2]1[CH:19]=[CH:18][C:5]([O:6][C:7]2[C:16]3[CH:15]=[CH:14][CH:13]=[C:12]([NH2:17])[C:11]=3[CH:10]=[CH:9][N:8]=2)=[CH:4][C:3]=1[C:20]([F:23])([F:22])[F:21].[Cl:24][C:25]1[CH:33]=[CH:32][C:31]([CH2:34][NH:35][C:36](=[O:41])[C:37]([CH3:40])([CH3:39])[CH3:38])=[CH:30][C:26]=1[C:27](O)=[O:28].C(Cl)(=O)C(Cl)=O.CCN(C(C)C)C(C)C. Product: [Cl:24][C:25]1[CH:33]=[CH:32][C:31]([CH2:34][NH:35][C:36](=[O:41])[C:37]([CH3:39])([CH3:38])[CH3:40])=[CH:30][C:26]=1[C:27]([NH:17][C:12]1[CH:13]=[CH:14][CH:15]=[C:16]2[C:11]=1[CH:10]=[CH:9][N:8]=[C:7]2[O:6][C:5]1[CH:18]=[CH:19][C:2]([F:1])=[C:3]([C:20]([F:23])([F:21])[F:22])[CH:4]=1)=[O:28]. The catalyst class is: 85. (3) Reactant: Cl.[NH2:2][C@@H:3]([CH2:8][CH2:9][NH:10][C:11]([O:13][C:14]([CH3:17])([CH3:16])[CH3:15])=[O:12])[C:4]([O:6][CH3:7])=[O:5].[C:18]1([CH:24]([C:35]2[CH:40]=[CH:39][CH:38]=[CH:37][CH:36]=2)[N:25]2[CH:30]=[CH:29][CH:28]=[C:27]([C:31](O)=[O:32])[C:26]2=[O:34])[CH:23]=[CH:22][CH:21]=[CH:20][CH:19]=1.CN(C(ON1N=NC2C=CC=CC1=2)=[N+](C)C)C.F[P-](F)(F)(F)(F)F.CCN(C(C)C)C(C)C. Product: [C:14]([O:13][C:11]([NH:10][CH2:9][CH2:8][C@H:3]([NH:2][C:31]([C:27]1[C:26](=[O:34])[N:25]([CH:24]([C:18]2[CH:23]=[CH:22][CH:21]=[CH:20][CH:19]=2)[C:35]2[CH:36]=[CH:37][CH:38]=[CH:39][CH:40]=2)[CH:30]=[CH:29][CH:28]=1)=[O:32])[C:4]([O:6][CH3:7])=[O:5])=[O:12])([CH3:17])([CH3:16])[CH3:15]. The catalyst class is: 31. (4) Reactant: [CH2:1]([O:8][CH2:9][CH:10]=[O:11])[C:2]1[CH:7]=[CH:6][CH:5]=[CH:4][CH:3]=1.[CH2:12]([Mg]Cl)[CH:13]=[CH2:14]. Product: [CH2:1]([O:8][CH2:9][CH:10]([OH:11])[CH2:14][CH:13]=[CH2:12])[C:2]1[CH:7]=[CH:6][CH:5]=[CH:4][CH:3]=1. The catalyst class is: 1. (5) Reactant: [CH2:1]([Li])[CH2:2][CH2:3][CH3:4].Br[C:7]1[S:8][C:9]([C:13]2[C:14]([CH3:28])=[N:15][N:16]3[C:21]([CH:22]([CH2:25][CH3:26])[CH2:23][CH3:24])=[CH:20][C:19]([CH3:27])=[N:18][C:17]=23)=[C:10]([Br:12])[N:11]=1.ICCCC.[Cl-].N. The catalyst class is: 1. Product: [Br:12][C:10]1[N:11]=[C:7]([CH2:1][CH2:2][CH2:3][CH3:4])[S:8][C:9]=1[C:13]1[C:14]([CH3:28])=[N:15][N:16]2[C:21]([CH:22]([CH2:25][CH3:26])[CH2:23][CH3:24])=[CH:20][C:19]([CH3:27])=[N:18][C:17]=12. (6) The catalyst class is: 2. Reactant: CCN(S(F)(F)[F:7])CC.[Br:10][C:11]1[CH:12]=[CH:13][C:14]2[N:15]([CH2:25][CH:26](O)[CH2:27][NH:28][C:29]3[CH:34]=[CH:33][CH:32]=[C:31]([O:35][CH3:36])[CH:30]=3)[C:16]3[C:21]([C:22]=2[CH:23]=1)=[CH:20][C:19]([Br:24])=[CH:18][CH:17]=3. Product: [Br:10][C:11]1[CH:12]=[CH:13][C:14]2[N:15]([CH2:25][CH:26]([F:7])[CH2:27][NH:28][C:29]3[CH:34]=[CH:33][CH:32]=[C:31]([O:35][CH3:36])[CH:30]=3)[C:16]3[C:21]([C:22]=2[CH:23]=1)=[CH:20][C:19]([Br:24])=[CH:18][CH:17]=3.